This data is from Reaction yield outcomes from USPTO patents with 853,638 reactions. The task is: Predict the reaction yield, written as a fraction of the theoretical maximum amount of product (1.0 means a 100% yield; for example, 0.34 means a 34% yield). The reactants are [F:1][C:2]([F:18])([F:17])[C:3]1[CH:16]=[CH:15][C:6]([O:7][C:8]2[CH:13]=[CH:12][C:11]([NH2:14])=[CH:10][CH:9]=2)=[CH:5][CH:4]=1.N1C=CC=CC=1.[CH3:25][S:26](Cl)(=[O:28])=[O:27].Cl. The catalyst is C(Cl)Cl.C(Cl)Cl.O. The product is [F:1][C:2]([F:17])([F:18])[C:3]1[CH:16]=[CH:15][C:6]([O:7][C:8]2[CH:9]=[CH:10][C:11]([NH:14][S:26]([CH3:25])(=[O:28])=[O:27])=[CH:12][CH:13]=2)=[CH:5][CH:4]=1. The yield is 0.920.